From a dataset of Reaction yield outcomes from USPTO patents with 853,638 reactions. Predict the reaction yield, written as a fraction of the theoretical maximum amount of product (1.0 means a 100% yield; for example, 0.34 means a 34% yield). (1) The reactants are Cl[C:2]1[CH:7]=[CH:6][N:5]=[C:4]2[C:8]([C:11](=[O:29])[C:12]([N:14]3[CH2:19][CH2:18][C:17](=[C:20]([C:23]4[CH:28]=[CH:27][CH:26]=[CH:25][CH:24]=4)[C:21]#[N:22])[CH2:16][CH2:15]3)=[O:13])=[CH:9][NH:10][C:3]=12.C([Sn](CCCC)(CCCC)[C:35]1[CH:40]=[N:39][CH:38]=[CH:37][N:36]=1)CCC.O1CCOCC1. The catalyst is CO.C1C=CC([P]([Pd]([P](C2C=CC=CC=2)(C2C=CC=CC=2)C2C=CC=CC=2)([P](C2C=CC=CC=2)(C2C=CC=CC=2)C2C=CC=CC=2)[P](C2C=CC=CC=2)(C2C=CC=CC=2)C2C=CC=CC=2)(C2C=CC=CC=2)C2C=CC=CC=2)=CC=1. The product is [O:29]=[C:11]([C:8]1[C:4]2=[N:5][CH:6]=[CH:7][C:2]([C:35]3[CH:40]=[N:39][CH:38]=[CH:37][N:36]=3)=[C:3]2[NH:10][CH:9]=1)[C:12]([N:14]1[CH2:19][CH2:18][C:17](=[C:20]([C:23]2[CH:28]=[CH:27][CH:26]=[CH:25][CH:24]=2)[C:21]#[N:22])[CH2:16][CH2:15]1)=[O:13]. The yield is 0.0900. (2) The reactants are Br[C:2]1[CH:7]=[CH:6][C:5]2[C:8]3([CH2:23][O:24][C:4]=2[CH:3]=1)[C:16]1[C:11](=[CH:12][CH:13]=[CH:14][CH:15]=1)[N:10]([CH2:17][CH2:18][CH2:19][CH2:20][CH3:21])[C:9]3=[O:22].Cl.CN(C)CC(O)=O.C(=O)([O-])[O-].[Cs+].[Cs+].[C:39]1([OH:45])[CH:44]=[CH:43][CH:42]=[CH:41][CH:40]=1. The catalyst is O1CCOCC1.ClCCl.[Cu](I)I. The product is [CH2:17]([N:10]1[C:11]2[C:16](=[CH:15][CH:14]=[CH:13][CH:12]=2)[C:8]2([C:5]3[CH:6]=[CH:7][C:2]([O:45][C:39]4[CH:44]=[CH:43][CH:42]=[CH:41][CH:40]=4)=[CH:3][C:4]=3[O:24][CH2:23]2)[C:9]1=[O:22])[CH2:18][CH2:19][CH2:20][CH3:21]. The yield is 0.870. (3) The reactants are [OH:1][C@H:2]([CH3:47])[C@H:3]([NH:16][C:17]([C:19]1[NH:20][C:21]([C:24]2[CH:29]=[C:28]([O:30][C:31]3[CH:32]=[N:33][C:34]([S:37]([CH3:40])(=[O:39])=[O:38])=[CH:35][CH:36]=3)[CH:27]=[C:26]([O:41][C@@H:42]([CH3:46])[CH2:43][O:44][CH3:45])[CH:25]=2)=[CH:22][CH:23]=1)=O)[CH2:4][O:5][Si:6]([CH:13]([CH3:15])[CH3:14])([CH:10]([CH3:12])[CH3:11])[CH:7]([CH3:9])[CH3:8].CS(O)(=O)=O.C(N(CC)CC)C.C(=O)([O-])O.[Na+]. The catalyst is O1CCCC1. The product is [CH3:45][O:44][CH2:43][C@H:42]([CH3:46])[O:41][C:26]1[CH:27]=[C:28]([CH:29]=[C:24]([C:21]2[NH:20][C:19]([C:17]3[O:1][C@@H:2]([CH3:47])[C@@H:3]([CH2:4][O:5][Si:6]([CH:10]([CH3:12])[CH3:11])([CH:7]([CH3:8])[CH3:9])[CH:13]([CH3:14])[CH3:15])[N:16]=3)=[CH:23][CH:22]=2)[CH:25]=1)[O:30][C:31]1[CH:36]=[CH:35][C:34]([S:37]([CH3:40])(=[O:38])=[O:39])=[N:33][CH:32]=1. The yield is 0.900. (4) The reactants are Cl[C:2]1[N:6]([CH2:7][CH2:8][CH2:9][C:10]([O:12][CH2:13][CH3:14])=[O:11])[C:5]2[C:15]([CH:20]([CH2:23][CH3:24])[CH2:21][CH3:22])=[CH:16][CH:17]=[C:18]([Cl:19])[C:4]=2[N:3]=1.[CH3:25][C:26]1[C:30]([NH2:31])=[C:29]([CH3:32])[O:28][N:27]=1.O.C1(C)C=CC(S(O)(=O)=O)=CC=1. The catalyst is CN1CCCC1=O.C(OCC)(=O)C. The product is [Cl:19][C:18]1[C:4]2[N:3]=[C:2]([NH:31][C:30]3[C:26]([CH3:25])=[N:27][O:28][C:29]=3[CH3:32])[N:6]([CH2:7][CH2:8][CH2:9][C:10]([O:12][CH2:13][CH3:14])=[O:11])[C:5]=2[C:15]([CH:20]([CH2:23][CH3:24])[CH2:21][CH3:22])=[CH:16][CH:17]=1. The yield is 0.500. (5) The reactants are NC1NN=C(C)C=1C1SC2C([S:17](Cl)(=[O:19])=[O:18])=CC=C(F)C=2N=1.[F:22][C:23]1[C:28]2[N:29]=[C:30]([C:32]3[C:36]([CH3:37])=[N:35][NH:34][C:33]=3[NH2:38])[S:31][C:27]=2[CH:26]=[CH:25][CH:24]=1.[NH3:39]. The catalyst is C(O)C. The product is [NH2:38][C:33]1[NH:34][N:35]=[C:36]([CH3:37])[C:32]=1[C:30]1[S:31][C:27]2[CH:26]=[C:25]([S:17]([NH2:39])(=[O:19])=[O:18])[CH:24]=[C:23]([F:22])[C:28]=2[N:29]=1. The yield is 0.720. (6) The reactants are [C:1]([C:5]1[CH:9]=[C:8]([NH2:10])[N:7]([C:11]2[CH:16]=[CH:15][CH:14]=[CH:13][C:12]=2[CH3:17])[N:6]=1)([CH3:4])([CH3:3])[CH3:2].Br[C:19]1[CH:27]=[CH:26][C:25]([O:28][CH3:29])=[CH:24][C:20]=1[C:21]([OH:23])=[O:22].C(=O)([O-])[O-].[K+].[K+].C(O)(=O)C. The catalyst is CN(C=O)C.C([O-])(=O)C.[Cu+2].C([O-])(=O)C. The product is [C:1]([C:5]1[CH:9]=[C:8]([NH:10][C:19]2[CH:27]=[CH:26][C:25]([O:28][CH3:29])=[CH:24][C:20]=2[C:21]([OH:23])=[O:22])[N:7]([C:11]2[CH:16]=[CH:15][CH:14]=[CH:13][C:12]=2[CH3:17])[N:6]=1)([CH3:4])([CH3:3])[CH3:2]. The yield is 0.330. (7) The reactants are Cl.[CH2:2]([O:9][C:10]1[CH:19]=[C:18]2[C:13]([C:14]([Cl:20])=[N:15][CH:16]=[N:17]2)=[CH:12][C:11]=1[O:21][CH3:22])[C:3]1[CH:8]=[CH:7][CH:6]=[CH:5][CH:4]=1.[Cl:23][C:24]1[C:25]([F:31])=[C:26]([CH:28]=[CH:29][CH:30]=1)[NH2:27]. The catalyst is O1CCOCC1.C(#N)C. The product is [ClH:20].[CH2:2]([O:9][C:10]1[CH:19]=[C:18]2[C:13]([C:14]([NH:27][C:26]3[CH:28]=[CH:29][CH:30]=[C:24]([Cl:23])[C:25]=3[F:31])=[N:15][CH:16]=[N:17]2)=[CH:12][C:11]=1[O:21][CH3:22])[C:3]1[CH:8]=[CH:7][CH:6]=[CH:5][CH:4]=1. The yield is 0.960. (8) The reactants are [F:1][C:2]1[CH:21]=[CH:20][C:5]([CH2:6][NH:7][C:8](=[O:19])[C:9]2[C:14]([OH:15])=[C:13]([O:16][CH3:17])[C:12]([CH3:18])=[N:11][CH:10]=2)=[CH:4][CH:3]=1.[CH2:22](O)[C:23]1[CH:28]=[CH:27][CH:26]=[CH:25][CH:24]=1.C(P(CCCC)CCCC)CCC.N(C(OC(C)C)=O)=NC(OC(C)C)=O.C1(C)C=CC=CC=1. The catalyst is O1CCCC1. The product is [CH2:22]([O:15][C:14]1[C:9]([C:8]([NH:7][CH2:6][C:5]2[CH:4]=[CH:3][C:2]([F:1])=[CH:21][CH:20]=2)=[O:19])=[CH:10][N:11]=[C:12]([CH3:18])[C:13]=1[O:16][CH3:17])[C:23]1[CH:28]=[CH:27][CH:26]=[CH:25][CH:24]=1. The yield is 0.520.